Dataset: Reaction yield outcomes from USPTO patents with 853,638 reactions. Task: Predict the reaction yield, written as a fraction of the theoretical maximum amount of product (1.0 means a 100% yield; for example, 0.34 means a 34% yield). (1) The reactants are C(NC(C)C)(C)C.[Li]CCCC.[CH3:13][N:14]1[C:18]2=[C:19]3[CH:25]=[CH:24][N:23]([S:26]([C:29]4[CH:35]=[CH:34][C:32]([CH3:33])=[CH:31][CH:30]=4)(=[O:28])=[O:27])[C:20]3=[N:21][CH:22]=[C:17]2[CH:16]=[N:15]1.[I:36]I. The catalyst is C1COCC1.O. The product is [I:36][C:24]1[N:23]([S:26]([C:29]2[CH:35]=[CH:34][C:32]([CH3:33])=[CH:31][CH:30]=2)(=[O:27])=[O:28])[C:20]2=[N:21][CH:22]=[C:17]3[CH:16]=[N:15][N:14]([CH3:13])[C:18]3=[C:19]2[CH:25]=1. The yield is 0.780. (2) The reactants are [CH2:1]([O:8][C:9]1[CH:20]=[CH:19][C:12]([CH2:13][NH:14][CH2:15][CH2:16][CH2:17][CH3:18])=[CH:11][CH:10]=1)[C:2]1[CH:7]=[CH:6][CH:5]=[CH:4][CH:3]=1.[CH2:21]([O:23][C@H:24]([C:37]([O:39][CH2:40][CH3:41])=[O:38])[CH2:25][C:26]1[CH:36]=[CH:35][C:29]([O:30][CH2:31][C:32](O)=[O:33])=[CH:28][CH:27]=1)[CH3:22].C(N(CC)C(C)C)(C)C.F[B-](F)(F)F.N1(OC(N(C)C)=[N+](C)C)C2C=CC=CC=2N=N1. The catalyst is C(Cl)Cl. The product is [CH2:1]([O:8][C:9]1[CH:10]=[CH:11][C:12]([CH2:13][N:14]([CH2:15][CH2:16][CH2:17][CH3:18])[C:32](=[O:33])[CH2:31][O:30][C:29]2[CH:28]=[CH:27][C:26]([CH2:25][C@H:24]([O:23][CH2:21][CH3:22])[C:37]([O:39][CH2:40][CH3:41])=[O:38])=[CH:36][CH:35]=2)=[CH:19][CH:20]=1)[C:2]1[CH:3]=[CH:4][CH:5]=[CH:6][CH:7]=1. The yield is 0.330. (3) The reactants are [I:1][C:2]1[C:10]2[C:5](=[N:6][CH:7]=[N:8][C:9]=2[NH2:11])[N:4]([C@@H:12]2[CH2:16][CH2:15][NH:14][CH2:13]2)[N:3]=1.Cl.[CH:18]1([N:22]([CH3:29])[CH2:23]/[CH:24]=[CH:25]/[C:26](O)=[O:27])[CH2:21][CH2:20][CH2:19]1.CCN(C(C)C)C(C)C.CN(C(ON1N=NC2C=CC=CC1=2)=[N+](C)C)C.F[P-](F)(F)(F)(F)F. The catalyst is CN(C=O)C. The product is [NH2:11][C:9]1[N:8]=[CH:7][N:6]=[C:5]2[N:4]([C@@H:12]3[CH2:16][CH2:15][N:14]([C:26](=[O:27])/[CH:25]=[CH:24]/[CH2:23][N:22]([CH:18]4[CH2:21][CH2:20][CH2:19]4)[CH3:29])[CH2:13]3)[N:3]=[C:2]([I:1])[C:10]=12. The yield is 1.00. (4) The reactants are [H-].[Na+].[N:3]1[CH:8]=[CH:7][C:6]([C:9]2[N:13]3[CH2:14][CH2:15][CH2:16][NH:17][C:12]3=[N:11][N:10]=2)=[CH:5][CH:4]=1.[Cl:18][C:19]1[CH:20]=[C:21]([C:25]2[O:29][N:28]=[C:27]([CH2:30]Cl)[N:26]=2)[CH:22]=[CH:23][CH:24]=1. The catalyst is CN(C=O)C. The product is [Cl:18][C:19]1[CH:20]=[C:21]([C:25]2[O:29][N:28]=[C:27]([CH2:30][N:17]3[CH2:16][CH2:15][CH2:14][N:13]4[C:9]([C:6]5[CH:7]=[CH:8][N:3]=[CH:4][CH:5]=5)=[N:10][N:11]=[C:12]34)[N:26]=2)[CH:22]=[CH:23][CH:24]=1. The yield is 0.320. (5) The reactants are C([NH:4][C:5]([CH:26]1[CH2:31][CH2:30][N:29]([CH2:32][C:33]2[CH:38]=[CH:37][CH:36]=[CH:35][CH:34]=2)[CH2:28][CH2:27]1)([CH2:13][CH2:14][CH2:15][CH2:16][B:17]1[O:21]C(C)(C)C(C)(C)[O:18]1)[C:6](NC(C)(C)C)=[O:7])(=O)C.[OH2:39]. The catalyst is Cl. The product is [NH2:4][C:5]([CH:26]1[CH2:31][CH2:30][N:29]([CH2:32][C:33]2[CH:38]=[CH:37][CH:36]=[CH:35][CH:34]=2)[CH2:28][CH2:27]1)([CH2:13][CH2:14][CH2:15][CH2:16][B:17]([OH:21])[OH:18])[C:6]([OH:39])=[O:7]. The yield is 0.620. (6) The reactants are C(OC(=O)[NH:7][C@H:8]([C:10]1[CH:15]=[CH:14][CH:13]=[C:12]([OH:16])[CH:11]=1)[CH3:9])(C)(C)C.Br[C:19]1[CH:20]=[N:21][CH:22]=[N:23][CH:24]=1.C(=O)([O-])[O-].[K+].[K+].N1C=CC=CC=1. The catalyst is [Cu](I)I.CCOC(C)=O.C(Cl)Cl. The product is [N:21]1[CH:20]=[C:19]([O:16][C:12]2[CH:11]=[C:10]([C@@H:8]([NH2:7])[CH3:9])[CH:15]=[CH:14][CH:13]=2)[CH:24]=[N:23][CH:22]=1. The yield is 0.610.